Task: Predict the reactants needed to synthesize the given product.. Dataset: Full USPTO retrosynthesis dataset with 1.9M reactions from patents (1976-2016) (1) Given the product [CH3:14][C:6]1[C:5]2[N:13]([C:2]([C:23]3[CH:24]=[C:19]([CH:20]=[CH:21][CH:22]=3)[C:16]([NH2:17])=[O:18])=[N:3][C:4]=2[CH3:15])[C:12]2[N:11]=[CH:10][S:9][C:8]=2[N:7]=1, predict the reactants needed to synthesize it. The reactants are: Br[C:2]1[N:13]2[C:5]([C:6]([CH3:14])=[N:7][C:8]3[S:9][CH:10]=[N:11][C:12]=32)=[C:4]([CH3:15])[N:3]=1.[C:16]([C:19]1[CH:20]=[C:21](B(O)O)[CH:22]=[CH:23][CH:24]=1)(=[O:18])[NH2:17].C([O-])([O-])=O.[Cs+].[Cs+]. (2) Given the product [CH2:16]([O:23][C:24]1[C:38]([N:39]([C:9]([O:11][C:12]([CH3:13])([CH3:14])[CH3:15])=[O:10])[C:9]([O:11][C:12]([CH3:15])([CH3:14])[CH3:13])=[O:10])=[CH:37][C:36]([O:40][CH3:41])=[C:35]([CH3:42])[C:25]=1[C:26]([O:28][C:29]1[CH:34]=[CH:33][CH:32]=[CH:31][CH:30]=1)=[O:27])[C:17]1[CH:22]=[CH:21][CH:20]=[CH:19][CH:18]=1, predict the reactants needed to synthesize it. The reactants are: [C:9](O[C:9]([O:11][C:12]([CH3:15])([CH3:14])[CH3:13])=[O:10])([O:11][C:12]([CH3:15])([CH3:14])[CH3:13])=[O:10].[CH2:16]([O:23][C:24]1[C:38]([NH2:39])=[CH:37][C:36]([O:40][CH3:41])=[C:35]([CH3:42])[C:25]=1[C:26]([O:28][C:29]1[CH:34]=[CH:33][CH:32]=[CH:31][CH:30]=1)=[O:27])[C:17]1[CH:22]=[CH:21][CH:20]=[CH:19][CH:18]=1. (3) Given the product [Cl:1][C:2]1[C:3]([CH2:4][NH:11][CH2:12][CH:13]([C:15]2[CH:20]=[CH:19][CH:18]=[CH:17][CH:16]=2)[OH:14])=[CH:6][CH:7]=[C:8]([Cl:10])[N:9]=1, predict the reactants needed to synthesize it. The reactants are: [Cl:1][C:2]1[N:9]=[C:8]([Cl:10])[CH:7]=[CH:6][C:3]=1[CH:4]=O.[NH2:11][CH2:12][CH:13]([C:15]1[CH:20]=[CH:19][CH:18]=[CH:17][CH:16]=1)[OH:14].C(O)(=O)C. (4) Given the product [Br:1][C:2]1[CH:7]=[CH:6][C:5]([C:8](=[N:22][O:23][CH2:24][CH3:25])[CH:9]2[CH2:10][CH2:11][N:12]([C:15]3([CH3:21])[CH2:20][CH2:19][N:18]([C:36]([C:27]4[CH:28]=[CH:29][C:30]5[C:35](=[CH:34][CH:33]=[N:32][CH:31]=5)[N:26]=4)=[O:37])[CH2:17][CH2:16]3)[CH2:13][CH2:14]2)=[CH:4][CH:3]=1, predict the reactants needed to synthesize it. The reactants are: [Br:1][C:2]1[CH:7]=[CH:6][C:5]([C:8](=[N:22][O:23][CH2:24][CH3:25])[CH:9]2[CH2:14][CH2:13][N:12]([C:15]3([CH3:21])[CH2:20][CH2:19][NH:18][CH2:17][CH2:16]3)[CH2:11][CH2:10]2)=[CH:4][CH:3]=1.[N:26]1[C:35]2[C:30](=[CH:31][N:32]=[CH:33][CH:34]=2)[CH:29]=[CH:28][C:27]=1[C:36](O)=[O:37].CCN(CC)CC.CN(C(ON1N=NC2C=CC=NC1=2)=[N+](C)C)C.F[P-](F)(F)(F)(F)F.